From a dataset of NCI-60 drug combinations with 297,098 pairs across 59 cell lines. Regression. Given two drug SMILES strings and cell line genomic features, predict the synergy score measuring deviation from expected non-interaction effect. (1) Drug 1: CC1OCC2C(O1)C(C(C(O2)OC3C4COC(=O)C4C(C5=CC6=C(C=C35)OCO6)C7=CC(=C(C(=C7)OC)O)OC)O)O. Drug 2: CC1C(C(CC(O1)OC2CC(OC(C2O)C)OC3=CC4=CC5=C(C(=O)C(C(C5)C(C(=O)C(C(C)O)O)OC)OC6CC(C(C(O6)C)O)OC7CC(C(C(O7)C)O)OC8CC(C(C(O8)C)O)(C)O)C(=C4C(=C3C)O)O)O)O. Cell line: U251. Synergy scores: CSS=47.1, Synergy_ZIP=-0.504, Synergy_Bliss=-1.16, Synergy_Loewe=-1.89, Synergy_HSA=-0.381. (2) Drug 1: CC1C(C(CC(O1)OC2CC(OC(C2O)C)OC3=CC4=CC5=C(C(=O)C(C(C5)C(C(=O)C(C(C)O)O)OC)OC6CC(C(C(O6)C)O)OC7CC(C(C(O7)C)O)OC8CC(C(C(O8)C)O)(C)O)C(=C4C(=C3C)O)O)O)O. Drug 2: COC1=NC(=NC2=C1N=CN2C3C(C(C(O3)CO)O)O)N. Cell line: OVCAR-8. Synergy scores: CSS=57.5, Synergy_ZIP=1.20, Synergy_Bliss=0.549, Synergy_Loewe=-39.4, Synergy_HSA=-0.376. (3) Cell line: RXF 393. Drug 2: CCC(=C(C1=CC=CC=C1)C2=CC=C(C=C2)OCCN(C)C)C3=CC=CC=C3.C(C(=O)O)C(CC(=O)O)(C(=O)O)O. Drug 1: C1CC(=O)NC(=O)C1N2CC3=C(C2=O)C=CC=C3N. Synergy scores: CSS=-1.27, Synergy_ZIP=4.98, Synergy_Bliss=0.335, Synergy_Loewe=-1.47, Synergy_HSA=-1.39. (4) Drug 1: C1C(C(OC1N2C=NC3=C(N=C(N=C32)Cl)N)CO)O. Drug 2: C1C(C(OC1N2C=NC(=NC2=O)N)CO)O. Cell line: SF-268. Synergy scores: CSS=10.8, Synergy_ZIP=-1.13, Synergy_Bliss=0.905, Synergy_Loewe=-0.710, Synergy_HSA=0.284. (5) Drug 1: C1C(C(OC1N2C=C(C(=O)NC2=O)F)CO)O. Drug 2: CCC1(CC2CC(C3=C(CCN(C2)C1)C4=CC=CC=C4N3)(C5=C(C=C6C(=C5)C78CCN9C7C(C=CC9)(C(C(C8N6C)(C(=O)OC)O)OC(=O)C)CC)OC)C(=O)OC)O.OS(=O)(=O)O. Cell line: HS 578T. Synergy scores: CSS=37.5, Synergy_ZIP=-2.59, Synergy_Bliss=-0.475, Synergy_Loewe=-15.5, Synergy_HSA=-1.70.